The task is: Binary Classification. Given a T-cell receptor sequence (or CDR3 region) and an epitope sequence, predict whether binding occurs between them.. This data is from TCR-epitope binding with 47,182 pairs between 192 epitopes and 23,139 TCRs. (1) The epitope is KAYNVTQAF. The TCR CDR3 sequence is CATSDLAQEHSNQPQHF. Result: 1 (the TCR binds to the epitope). (2) The epitope is SEVGPEHSLAEY. The TCR CDR3 sequence is CATTKEQGDYGYTF. Result: 1 (the TCR binds to the epitope). (3) The epitope is AVFDRKSDAK. The TCR CDR3 sequence is CASSEAWGTPLWGEKLFF. Result: 1 (the TCR binds to the epitope). (4) The epitope is FVDGVPFVV. The TCR CDR3 sequence is CASTIAGARYNEQFF. Result: 1 (the TCR binds to the epitope). (5) The epitope is FVDGVPFVV. The TCR CDR3 sequence is CSVDPGTGVRDTQYF. Result: 1 (the TCR binds to the epitope). (6) The epitope is SLYNTVATL. The TCR CDR3 sequence is CASGLGLAGEDTQYF. Result: 0 (the TCR does not bind to the epitope).